From a dataset of Catalyst prediction with 721,799 reactions and 888 catalyst types from USPTO. Predict which catalyst facilitates the given reaction. (1) Reactant: Br[C:2]1[C:3]([NH2:9])=[N:4][CH:5]=[C:6]([CH3:8])[N:7]=1.[CH:10]1([O:16][C:17]2[CH:22]=[CH:21][C:20](B(O)O)=[CH:19][CH:18]=2)[CH2:15][CH2:14][CH2:13][CH2:12][CH2:11]1.C(=O)([O-])[O-].[Na+].[Na+].CCOC(C)=O. Product: [CH:17]1([O:16][C:10]2[CH:15]=[CH:14][C:13]([C:2]3[C:3]([NH2:9])=[N:4][CH:5]=[C:6]([CH3:8])[N:7]=3)=[CH:12][CH:11]=2)[CH2:22][CH2:21][CH2:20][CH2:19][CH2:18]1. The catalyst class is: 108. (2) Reactant: [CH2:1]([O:3][C:4](=[O:20])[CH2:5][C:6]1[C:14]2[C:9](=[CH:10][CH:11]=[C:12]([CH3:15])[CH:13]=2)[NH:8][C:7]=1[C:16]([F:19])([F:18])[F:17])[CH3:2].[H-].[Na+].[C:23](Cl)(=[O:25])[CH3:24]. Product: [CH2:1]([O:3][C:4](=[O:20])[CH2:5][C:6]1[C:14]2[C:9](=[CH:10][CH:11]=[C:12]([CH3:15])[CH:13]=2)[N:8]([C:23](=[O:25])[CH3:24])[C:7]=1[C:16]([F:17])([F:18])[F:19])[CH3:2]. The catalyst class is: 3. (3) Reactant: [N:1]1([C:7]2[N:15]=[C:14]([C:16]3[CH:17]=[C:18]([OH:22])[CH:19]=[CH:20][CH:21]=3)[N:13]=[C:12]3[C:8]=2[N:9]=[CH:10][N:11]3[CH:23]2[CH2:28][CH2:27][NH:26][CH2:25][CH2:24]2)[CH2:6][CH2:5][O:4][CH2:3][CH2:2]1.[BH3-]C#N.[Na+].[N:33]1[CH:38]=[CH:37][CH:36]=[CH:35][C:34]=1[CH:39]=O. Product: [N:1]1([C:7]2[N:15]=[C:14]([C:16]3[CH:17]=[C:18]([OH:22])[CH:19]=[CH:20][CH:21]=3)[N:13]=[C:12]3[C:8]=2[N:9]=[CH:10][N:11]3[CH:23]2[CH2:28][CH2:27][N:26]([CH2:39][C:34]3[CH:35]=[CH:36][CH:37]=[CH:38][N:33]=3)[CH2:25][CH2:24]2)[CH2:6][CH2:5][O:4][CH2:3][CH2:2]1. The catalyst class is: 466. (4) Reactant: [Cl:1][C:2]1[N:7]=[CH:6][C:5]([CH2:8][N:9]([C:19](=[O:25])[CH2:20][C:21]([O:23][CH3:24])=[O:22])[C:10]2[CH2:14][S:13][CH2:12][C:11]=2[C:15]([O:17]C)=O)=[CH:4][CH:3]=1.C[O-].[Na+]. Product: [Cl:1][C:2]1[N:7]=[CH:6][C:5]([CH2:8][N:9]2[C:19](=[O:25])[C:20]([C:21]([O:23][CH3:24])=[O:22])=[C:15]([OH:17])[C:11]3[CH2:12][S:13][CH2:14][C:10]2=3)=[CH:4][CH:3]=1. The catalyst class is: 5. (5) Reactant: [CH3:1][O:2][C:3]1[C:4]([O:23][CH3:24])=[CH:5][C:6]2[CH2:7][CH:8]3[CH2:22][NH:21][CH2:20][CH2:19][N:9]3[CH:10]([C:13]3[CH:18]=[CH:17][CH:16]=[CH:15][CH:14]=3)[C:11]=2[CH:12]=1.[Cl:25][CH2:26][S:27][CH3:28].C(N(CC)CC)C. Product: [ClH:25].[ClH:25].[CH3:1][O:2][C:3]1[C:4]([O:23][CH3:24])=[CH:5][C:6]2[CH2:7][CH:8]3[CH2:22][N:21]([CH2:26][S:27][CH3:28])[CH2:20][CH2:19][N:9]3[CH:10]([C:13]3[CH:18]=[CH:17][CH:16]=[CH:15][CH:14]=3)[C:11]=2[CH:12]=1. The catalyst class is: 172. (6) Product: [NH2:25][C:22]1[CH:23]=[CH:24][C:2]([CH3:1])=[C:3]([CH:21]=1)[NH:4][C:5]1[CH:10]=[C:9]([C:11]([F:13])([F:14])[F:12])[N:8]=[C:7]([C:15]2[CH:20]=[CH:19][N:18]=[CH:17][CH:16]=2)[N:6]=1. Reactant: [CH3:1][C:2]1[CH:24]=[CH:23][C:22]([N+:25]([O-])=O)=[CH:21][C:3]=1[NH:4][C:5]1[CH:10]=[C:9]([C:11]([F:14])([F:13])[F:12])[N:8]=[C:7]([C:15]2[CH:20]=[CH:19][N:18]=[CH:17][CH:16]=2)[N:6]=1.[Sn](Cl)(Cl)(Cl)Cl.[OH-].[Na+]. The catalyst class is: 8.